From a dataset of Cav3 T-type calcium channel HTS with 100,875 compounds. Binary Classification. Given a drug SMILES string, predict its activity (active/inactive) in a high-throughput screening assay against a specified biological target. (1) The drug is OC(=O)CCn1nc(nn1)c1ccc(C(C)C)cc1. The result is 0 (inactive). (2) The drug is O=c1n2c(nc3n(Cc4ccc(cc4)C)c(=N)c(cc13)C(=O)NCC)c(ccc2)C. The result is 0 (inactive). (3) The molecule is S=C(NCc1cc2c([nH]c(c2)C)cc1)Nc1ccc(OC(F)F)cc1. The result is 0 (inactive).